Dataset: Peptide-MHC class I binding affinity with 185,985 pairs from IEDB/IMGT. Task: Regression. Given a peptide amino acid sequence and an MHC pseudo amino acid sequence, predict their binding affinity value. This is MHC class I binding data. (1) The peptide sequence is ISDSNPYLTQW. The MHC is HLA-B07:02 with pseudo-sequence HLA-B07:02. The binding affinity (normalized) is 0. (2) The peptide sequence is GPSHKARVL. The MHC is HLA-A24:02 with pseudo-sequence HLA-A24:02. The binding affinity (normalized) is 0. (3) The peptide sequence is FTDGVCLFW. The MHC is HLA-B08:01 with pseudo-sequence HLA-B08:01. The binding affinity (normalized) is 0.0847. (4) The peptide sequence is YYQLCQHLK. The MHC is HLA-B27:05 with pseudo-sequence HLA-B27:05. The binding affinity (normalized) is 0.263.